This data is from Full USPTO retrosynthesis dataset with 1.9M reactions from patents (1976-2016). The task is: Predict the reactants needed to synthesize the given product. (1) The reactants are: [Cl:1][C:2]1[CH:3]=[C:4]([NH:26][C:27]([C:29]2[S:47][C:32]3=[N:33][CH:34]=[C:35]([NH:37]CC4C=CC(OC)=CC=4)[N:36]=[C:31]3[CH:30]=2)=[O:28])[CH:5]=[C:6]([C:8]([C:11]2[CH:16]=[C:15]([O:17][C:18]([F:21])([F:20])[F:19])[CH:14]=[C:13]([O:22][CH:23]([CH3:25])[CH3:24])[CH:12]=2)([CH3:10])[CH3:9])[CH:7]=1.C(O)(C(F)(F)F)=O. Given the product [NH2:37][C:35]1[N:36]=[C:31]2[CH:30]=[C:29]([C:27]([NH:26][C:4]3[CH:5]=[C:6]([C:8]([C:11]4[CH:16]=[C:15]([O:17][C:18]([F:20])([F:19])[F:21])[CH:14]=[C:13]([O:22][CH:23]([CH3:24])[CH3:25])[CH:12]=4)([CH3:10])[CH3:9])[CH:7]=[C:2]([Cl:1])[CH:3]=3)=[O:28])[S:47][C:32]2=[N:33][CH:34]=1, predict the reactants needed to synthesize it. (2) Given the product [NH2:28][C:24]1([C:21]2[CH:20]=[CH:19][C:18]([C:10]3[O:9][C:8]4[C:3](=[O:2])[NH:4][CH:5]=[CH:6][C:7]=4[C:11]=3[C:12]3[CH:17]=[CH:16][CH:15]=[CH:14][CH:13]=3)=[CH:23][CH:22]=2)[CH2:25][CH2:26][CH2:27]1, predict the reactants needed to synthesize it. The reactants are: C[O:2][C:3]1[N:4]=[CH:5][CH:6]=[C:7]2[C:11]([C:12]3[CH:17]=[CH:16][CH:15]=[CH:14][CH:13]=3)=[C:10]([C:18]3[CH:23]=[CH:22][C:21]([C:24]4([NH:28]C(=O)OC(C)(C)C)[CH2:27][CH2:26][CH2:25]4)=[CH:20][CH:19]=3)[O:9][C:8]=12.[I-].[Na+].Cl[Si](C)(C)C. (3) Given the product [CH2:1]([O:3][C:4]([C:6]12[CH2:24][CH:23]1[CH:22]=[CH:21][CH2:20][CH2:19][CH2:18][CH2:17][CH2:16][N:15]([CH2:25][C:26]1[CH:31]=[CH:30][C:29]([O:32][CH3:33])=[CH:28][CH:27]=1)[C:14](=[O:34])[N:13]1[CH:9]([CH2:10][CH:11]([O:35][CH2:49][O:48][CH2:46][CH3:47])[CH2:12]1)[C:8](=[O:36])[NH:7]2)=[O:5])[CH3:2], predict the reactants needed to synthesize it. The reactants are: [CH2:1]([O:3][C:4]([C:6]12[CH2:24][CH:23]1[CH:22]=[CH:21][CH2:20][CH2:19][CH2:18][CH2:17][CH2:16][N:15]([CH2:25][C:26]1[CH:31]=[CH:30][C:29]([O:32][CH3:33])=[CH:28][CH:27]=1)[C:14](=[O:34])[N:13]1[CH:9]([CH2:10][CH:11]([OH:35])[CH2:12]1)[C:8](=[O:36])[NH:7]2)=[O:5])[CH3:2].C(N(C(C)C)C(C)C)C.[CH2:46]([O:48][CH2:49]Cl)[CH3:47]. (4) Given the product [CH2:27]([N:29]1[CH2:30][CH2:31][C:32](=[CH:44][C:18]2[CH:17]=[CH:16][C:15]([O:14][CH3:11])=[CH:20][CH:19]=2)[CH2:33][CH2:34]1)[C:37]1[CH:42]=[CH:41][CH:40]=[CH:39][CH:38]=1, predict the reactants needed to synthesize it. The reactants are: C(OC(N1CC[CH:11]([O:14][C:15]2[CH:20]=[CH:19][CH:18]=[CH:17][C:16]=2Cl)CC1)=O)(C)(C)C.C(O[C:27]([N:29]1[CH2:34][CH2:33][CH:32](O)[CH2:31][CH2:30]1)=O)(C)(C)C.Cl[C:37]1[CH:42]=[CH:41][CH:40]=[CH:39][C:38]=1O.[C:44]1(P(C2C=CC=CC=2)C2C=CC=CC=2)C=CC=CC=1.CC(OC(/N=N/C(OC(C)C)=O)=O)C. (5) The reactants are: [CH2:1]([N:5]([CH2:45][CH2:46][CH2:47][CH3:48])[C:6]([C:8]1[N:9]=[C:10]([C:21]2[CH:30]=[CH:29][C:24]([C:25]([O:27]C)=[O:26])=[CH:23][C:22]=2[C:31]([N:33]2[C@H:42]([CH2:43][OH:44])[CH2:41][C:40]3[C:35](=[CH:36][CH:37]=[CH:38][CH:39]=3)[CH2:34]2)=[O:32])[N:11]([CH2:13][CH2:14][C:15]2[CH:20]=[CH:19][CH:18]=[CH:17][CH:16]=2)[CH:12]=1)=[O:7])[CH2:2][CH2:3][CH3:4].C1COCC1.CO.O.O[Li].O. Given the product [CH2:45]([N:5]([CH2:1][CH2:2][CH2:3][CH3:4])[C:6]([C:8]1[N:9]=[C:10]([C:21]2[CH:30]=[CH:29][C:24]([C:25]([OH:27])=[O:26])=[CH:23][C:22]=2[C:31]([N:33]2[C@H:42]([CH2:43][OH:44])[CH2:41][C:40]3[C:35](=[CH:36][CH:37]=[CH:38][CH:39]=3)[CH2:34]2)=[O:32])[N:11]([CH2:13][CH2:14][C:15]2[CH:16]=[CH:17][CH:18]=[CH:19][CH:20]=2)[CH:12]=1)=[O:7])[CH2:46][CH2:47][CH3:48], predict the reactants needed to synthesize it. (6) The reactants are: C(OC(N[C:9]1[CH:10]=[CH:11][C:12]([O:24][C:25]([F:28])([F:27])[F:26])=[C:13]([C:15]2[CH:20]=[CH:19][C:18]([C:21]([OH:23])=O)=[CH:17][CH:16]=2)[CH:14]=1)=O)(C)(C)C.[CH3:29][N:30]([CH3:48])[S:31]([N:34]1[CH2:39][CH2:38][N:37]([CH2:40][C:41]2[CH:46]=[CH:45][C:44]([NH2:47])=[CH:43][CH:42]=2)[CH2:36][CH2:35]1)(=[O:33])=[O:32].CCN=C=N[CH2:54][CH2:55][CH2:56]N(C)C.[CH:60]1C=CC2N(O)N=NC=2C=1.CN1CC[O:74][CH2:73]C1.[OH2:77]. Given the product [C:55]([O:77][C:73]([C:9]1[CH:14]=[C:13]([C:15]2[CH:20]=[CH:19][C:18]([C:21](=[O:23])[NH:47][C:44]3[CH:45]=[CH:46][C:41]([CH2:40][N:37]4[CH2:36][CH2:35][N:34]([S:31](=[O:32])(=[O:33])[N:30]([CH3:48])[CH3:29])[CH2:39][CH2:38]4)=[CH:42][CH:43]=3)=[CH:17][CH:16]=2)[C:12]([O:24][C:25]([F:27])([F:28])[F:26])=[CH:11][CH:10]=1)=[O:74])([CH3:56])([CH3:60])[CH3:54], predict the reactants needed to synthesize it. (7) Given the product [F:32][C:30]([F:31])([F:33])[C:28]1[CH:27]=[C:5]([CH:4]=[C:3]([C:2]([F:35])([F:1])[F:34])[CH:29]=1)[C:6]([N:8]1[CH2:13][CH2:12][C@H:11]([N:50]2[CH2:51][CH2:52][N:47]([CH2:46][C:45]([NH:44][C:38]3[C:39]([CH3:43])=[CH:40][CH:41]=[CH:42][C:37]=3[CH3:36])=[O:53])[CH2:48][CH2:49]2)[CH2:10][C@@H:9]1[CH2:15][C:16]1[CH:21]=[C:20]([C:22]([F:24])([F:23])[F:25])[CH:19]=[C:18]([F:26])[CH:17]=1)=[O:7].[F:32][C:30]([F:31])([F:33])[C:28]1[CH:27]=[C:5]([CH:4]=[C:3]([C:2]([F:35])([F:1])[F:34])[CH:29]=1)[C:6]([N:8]1[CH2:13][CH2:12][C@@H:11]([N:50]2[CH2:51][CH2:52][N:47]([CH2:46][C:45]([NH:44][C:38]3[C:39]([CH3:43])=[CH:40][CH:41]=[CH:42][C:37]=3[CH3:36])=[O:53])[CH2:48][CH2:49]2)[CH2:10][C@@H:9]1[CH2:15][C:16]1[CH:21]=[C:20]([C:22]([F:24])([F:23])[F:25])[CH:19]=[C:18]([F:26])[CH:17]=1)=[O:7], predict the reactants needed to synthesize it. The reactants are: [F:1][C:2]([F:35])([F:34])[C:3]1[CH:4]=[C:5]([CH:27]=[C:28]([C:30]([F:33])([F:32])[F:31])[CH:29]=1)[C:6]([N:8]1[CH2:13][CH2:12][C:11](=O)[CH2:10][CH:9]1[CH2:15][C:16]1[CH:21]=[C:20]([C:22]([F:25])([F:24])[F:23])[CH:19]=[C:18]([F:26])[CH:17]=1)=[O:7].[CH3:36][C:37]1[CH:42]=[CH:41][CH:40]=[C:39]([CH3:43])[C:38]=1[NH:44][C:45](=[O:53])[CH2:46][N:47]1[CH2:52][CH2:51][NH:50][CH2:49][CH2:48]1.S1C=CC=C1.